This data is from Full USPTO retrosynthesis dataset with 1.9M reactions from patents (1976-2016). The task is: Predict the reactants needed to synthesize the given product. (1) Given the product [CH3:1][O:2][C@H:3]1[C@@H:7]2[O:8][C:9]([CH3:12])([CH3:11])[O:10][C@@H:6]2[C@@H:5]([C:13]2[N:18]([CH2:19][C:20]3[CH:25]=[CH:24][CH:23]=[CH:22][CH:21]=3)[C:17](=[S:26])[NH:16][N:15]=2)[O:4]1, predict the reactants needed to synthesize it. The reactants are: [CH3:1][O:2][C@H:3]1[C@@H:7]2[O:8][C:9]([CH3:12])([CH3:11])[O:10][C@@H:6]2[C@@H:5]([C:13]([NH:15][NH:16][C:17](=[S:26])[NH:18][CH2:19][C:20]2[CH:25]=[CH:24][CH:23]=[CH:22][CH:21]=2)=O)[O:4]1. (2) Given the product [C:1]([OH:9])(=[O:8])[C:2]1[CH:7]=[CH:6][CH:5]=[CH:4][CH:3]=1, predict the reactants needed to synthesize it. The reactants are: [C:1]([O-:9])(=[O:8])[C:2]1[CH:7]=[CH:6][CH:5]=[CH:4][CH:3]=1.C1COCC1.O[Li].O.